This data is from Full USPTO retrosynthesis dataset with 1.9M reactions from patents (1976-2016). The task is: Predict the reactants needed to synthesize the given product. (1) Given the product [Br-:6].[C:26]1([S+:24]([C:18]2[CH:19]=[CH:20][CH:21]=[CH:22][CH:23]=2)[C:7]2[C:12]([CH3:13])=[CH:11][C:10]([CH3:14])=[CH:9][C:8]=2[CH3:15])[CH:27]=[CH:28][CH:29]=[CH:30][CH:31]=1, predict the reactants needed to synthesize it. The reactants are: Cl[Si](C)(C)C.[Br:6][C:7]1[C:12]([CH3:13])=[CH:11][C:10]([CH3:14])=[CH:9][C:8]=1[CH3:15].[Mg].Br.[C:18]1([S:24]([C:26]2[CH:31]=[CH:30][CH:29]=[CH:28][CH:27]=2)=O)[CH:23]=[CH:22][CH:21]=[CH:20][CH:19]=1. (2) Given the product [CH2:7]([N:15]1[CH2:19][CH2:18][CH2:17][C@H:16]1[CH2:20][F:21])[C:8]1[CH:13]=[CH:12][CH:11]=[CH:10][CH:9]=1, predict the reactants needed to synthesize it. The reactants are: [H-].[Al+3].[Li+].[H-].[H-].[H-].[C:7]([N:15]1[CH2:19][CH2:18][CH2:17][C@H:16]1[CH2:20][F:21])(=O)[C:8]1[CH:13]=[CH:12][CH:11]=[CH:10][CH:9]=1.C(OCC)C.O. (3) Given the product [CH3:15][O:14][CH2:13][CH2:12][O:11][CH2:10][CH2:9][N:6]1[CH:5]=[C:4]([CH3:7])[S:3][C:2]1=[NH:1], predict the reactants needed to synthesize it. The reactants are: [NH2:1][C:2]1[S:3][C:4]([CH3:7])=[CH:5][N:6]=1.Br[CH2:9][CH2:10][O:11][CH2:12][CH2:13][O:14][CH3:15].